From a dataset of Forward reaction prediction with 1.9M reactions from USPTO patents (1976-2016). Predict the product of the given reaction. (1) Given the reactants I[C:2]1[CH:10]=[CH:9][C:8]([CH2:11][N:12]2[CH2:17][CH2:16][O:15][CH2:14][CH2:13]2)=[C:7]2[C:3]=1[C:4]([NH2:18])=[N:5][NH:6]2.CC1(C)C(C)(C)OB([C:27]2[CH:32]=[CH:31][C:30]([NH:33][C:34]([NH:36][C:37]3[CH:42]=[CH:41][CH:40]=[C:39]([C:43]([F:46])([F:45])[F:44])[CH:38]=3)=[O:35])=[CH:29][CH:28]=2)O1.C([O-])([O-])=O.[Na+].[Na+], predict the reaction product. The product is: [NH2:18][C:4]1[C:3]2[C:7](=[C:8]([CH2:11][N:12]3[CH2:17][CH2:16][O:15][CH2:14][CH2:13]3)[CH:9]=[CH:10][C:2]=2[C:27]2[CH:28]=[CH:29][C:30]([NH:33][C:34]([NH:36][C:37]3[CH:42]=[CH:41][CH:40]=[C:39]([C:43]([F:44])([F:45])[F:46])[CH:38]=3)=[O:35])=[CH:31][CH:32]=2)[NH:6][N:5]=1. (2) Given the reactants [F:1][C:2]1[CH:7]=[C:6]([F:8])[CH:5]=[CH:4][C:3]=1[S:9]([CH:12]=[CH:13][C:14]1[C:15]([NH:23][CH3:24])=[N:16][C:17](S(C)=O)=[N:18][CH:19]=1)(=[O:11])=[O:10].[CH3:25][O:26][C:27]1[CH:28]=[C:29]([CH:31]=[C:32]([O:36][CH3:37])[C:33]=1[O:34][CH3:35])[NH2:30], predict the reaction product. The product is: [F:1][C:2]1[CH:7]=[C:6]([F:8])[CH:5]=[CH:4][C:3]=1[S:9](/[CH:12]=[CH:13]/[C:14]1[C:15]([NH:23][CH3:24])=[N:16][C:17]([NH:30][C:29]2[CH:31]=[C:32]([O:36][CH3:37])[C:33]([O:34][CH3:35])=[C:27]([O:26][CH3:25])[CH:28]=2)=[N:18][CH:19]=1)(=[O:11])=[O:10]. (3) The product is: [C:1]([NH:4][CH:5]([CH2:9][SH:10])[C:6]([NH:48][C:46]1[CH:45]=[CH:44][C:43]([OH:49])=[C:42]([CH:47]=1)[C:41]([OH:54])=[O:40])=[O:8])(=[O:3])[CH3:2]. Given the reactants [C:1]([NH:4][CH:5]([CH2:9][SH:10])[C:6]([OH:8])=O)(=[O:3])[CH3:2].OC1C2N=NNC=2C=CC=1.C1CCC(N=C=NC2CCCCC2)CC1.C([O:40][C:41](=[O:54])[C:42]1[CH:47]=[C:46]([NH2:48])[CH:45]=[CH:44][C:43]=1[O:49]C(C)(C)C)(C)(C)C, predict the reaction product. (4) Given the reactants Cl.[NH2:2][C:3]1[CH:8]=[CH:7][C:6]([NH:9][C:10]([NH:12][C:13](=[O:24])[C:14]2[CH:19]=[CH:18][C:17]([C:20]([CH3:23])([CH3:22])[CH3:21])=[CH:16][CH:15]=2)=[S:11])=[CH:5][C:4]=1[O:25][CH3:26].[Cl:27][C:28]1[CH:35]=[CH:34][CH:33]=[CH:32][C:29]=1[CH:30]=O.C(O[BH-](OC(=O)C)OC(=O)C)(=O)C, predict the reaction product. The product is: [C:20]([C:17]1[CH:18]=[CH:19][C:14]([C:13]([NH:12][C:10](=[S:11])[NH:9][C:6]2[CH:7]=[CH:8][C:3]([NH:2][CH2:30][C:29]3[CH:32]=[CH:33][CH:34]=[CH:35][C:28]=3[Cl:27])=[C:4]([O:25][CH3:26])[CH:5]=2)=[O:24])=[CH:15][CH:16]=1)([CH3:21])([CH3:22])[CH3:23].